Dataset: Reaction yield outcomes from USPTO patents with 853,638 reactions. Task: Predict the reaction yield, written as a fraction of the theoretical maximum amount of product (1.0 means a 100% yield; for example, 0.34 means a 34% yield). The reactants are Br[C:2]1[CH:3]=[N:4][CH:5]=[C:6]([CH:12]=1)[C:7]([O:9][CH2:10][CH3:11])=[O:8].C(N(CC)CC)C.[C:20]1([C:26]#[CH:27])[CH:25]=[CH:24][CH:23]=[CH:22][CH:21]=1. The catalyst is C(OCC)(=O)C.[Cu](I)I. The product is [CH2:10]([O:9][C:7](=[O:8])[C:6]1[CH:12]=[C:2]([C:27]#[C:26][C:20]2[CH:25]=[CH:24][CH:23]=[CH:22][CH:21]=2)[CH:3]=[N:4][CH:5]=1)[CH3:11]. The yield is 1.00.